The task is: Regression. Given two drug SMILES strings and cell line genomic features, predict the synergy score measuring deviation from expected non-interaction effect.. This data is from NCI-60 drug combinations with 297,098 pairs across 59 cell lines. (1) Drug 1: C1=CN(C=N1)CC(O)(P(=O)(O)O)P(=O)(O)O. Drug 2: C1=NNC2=C1C(=O)NC=N2. Cell line: NCI-H226. Synergy scores: CSS=0.250, Synergy_ZIP=-0.168, Synergy_Bliss=-1.11, Synergy_Loewe=-3.14, Synergy_HSA=-3.01. (2) Cell line: A498. Synergy scores: CSS=17.3, Synergy_ZIP=-7.16, Synergy_Bliss=-4.44, Synergy_Loewe=-28.7, Synergy_HSA=-6.67. Drug 1: CC1OCC2C(O1)C(C(C(O2)OC3C4COC(=O)C4C(C5=CC6=C(C=C35)OCO6)C7=CC(=C(C(=C7)OC)O)OC)O)O. Drug 2: C1CNP(=O)(OC1)N(CCCl)CCCl. (3) Drug 1: CS(=O)(=O)C1=CC(=C(C=C1)C(=O)NC2=CC(=C(C=C2)Cl)C3=CC=CC=N3)Cl. Drug 2: B(C(CC(C)C)NC(=O)C(CC1=CC=CC=C1)NC(=O)C2=NC=CN=C2)(O)O. Cell line: HL-60(TB). Synergy scores: CSS=0.955, Synergy_ZIP=-1.71, Synergy_Bliss=-0.479, Synergy_Loewe=-6.34, Synergy_HSA=-2.86. (4) Drug 1: CN(C)C1=NC(=NC(=N1)N(C)C)N(C)C. Drug 2: CC=C1C(=O)NC(C(=O)OC2CC(=O)NC(C(=O)NC(CSSCCC=C2)C(=O)N1)C(C)C)C(C)C. Cell line: SW-620. Synergy scores: CSS=36.0, Synergy_ZIP=10.9, Synergy_Bliss=7.36, Synergy_Loewe=-42.2, Synergy_HSA=4.60. (5) Synergy scores: CSS=52.6, Synergy_ZIP=2.08, Synergy_Bliss=0.757, Synergy_Loewe=-10.9, Synergy_HSA=1.78. Drug 1: CC1=C2C(C(=O)C3(C(CC4C(C3C(C(C2(C)C)(CC1OC(=O)C(C(C5=CC=CC=C5)NC(=O)OC(C)(C)C)O)O)OC(=O)C6=CC=CC=C6)(CO4)OC(=O)C)O)C)O. Cell line: COLO 205. Drug 2: CC1CCCC2(C(O2)CC(NC(=O)CC(C(C(=O)C(C1O)C)(C)C)O)C(=CC3=CSC(=N3)C)C)C. (6) Drug 1: C1C(C(OC1N2C=NC3=C(N=C(N=C32)Cl)N)CO)O. Drug 2: C1CN(CCN1C(=O)CCBr)C(=O)CCBr. Cell line: HOP-62. Synergy scores: CSS=67.9, Synergy_ZIP=-1.47, Synergy_Bliss=-1.00, Synergy_Loewe=-28.8, Synergy_HSA=2.22. (7) Drug 1: CS(=O)(=O)C1=CC(=C(C=C1)C(=O)NC2=CC(=C(C=C2)Cl)C3=CC=CC=N3)Cl. Drug 2: CN(C)C1=NC(=NC(=N1)N(C)C)N(C)C. Cell line: HCT-15. Synergy scores: CSS=4.05, Synergy_ZIP=-1.33, Synergy_Bliss=2.83, Synergy_Loewe=-6.26, Synergy_HSA=-0.351. (8) Drug 1: COC1=NC(=NC2=C1N=CN2C3C(C(C(O3)CO)O)O)N. Drug 2: C1CCC(C(C1)N)N.C(=O)(C(=O)[O-])[O-].[Pt+4]. Cell line: M14. Synergy scores: CSS=8.48, Synergy_ZIP=-3.25, Synergy_Bliss=-4.07, Synergy_Loewe=-7.48, Synergy_HSA=-1.78. (9) Drug 1: C1=CN(C(=O)N=C1N)C2C(C(C(O2)CO)O)O.Cl. Drug 2: CCN(CC)CCCC(C)NC1=C2C=C(C=CC2=NC3=C1C=CC(=C3)Cl)OC. Cell line: RPMI-8226. Synergy scores: CSS=24.2, Synergy_ZIP=-7.13, Synergy_Bliss=0.702, Synergy_Loewe=2.31, Synergy_HSA=2.31. (10) Drug 1: CN(C)C1=NC(=NC(=N1)N(C)C)N(C)C. Drug 2: CCC1(CC2CC(C3=C(CCN(C2)C1)C4=CC=CC=C4N3)(C5=C(C=C6C(=C5)C78CCN9C7C(C=CC9)(C(C(C8N6C=O)(C(=O)OC)O)OC(=O)C)CC)OC)C(=O)OC)O.OS(=O)(=O)O. Cell line: HOP-62. Synergy scores: CSS=4.22, Synergy_ZIP=1.39, Synergy_Bliss=1.09, Synergy_Loewe=-5.60, Synergy_HSA=-4.31.